Dataset: Forward reaction prediction with 1.9M reactions from USPTO patents (1976-2016). Task: Predict the product of the given reaction. Given the reactants [C:1]([O:5][C:6]([N:8]([CH2:21][CH:22]1[CH2:27][CH2:26][N:25]([C:28]2[CH:29]=[C:30]([CH:36]=[CH:37][CH:38]=2)[C:31]([O:33]CC)=[O:32])[CH2:24][CH:23]1[C:39]1[CH:44]=[CH:43][CH:42]=[CH:41][C:40]=1[F:45])[C@@H:9]([C:11]1[C:20]2[C:15](=[CH:16][CH:17]=[CH:18][CH:19]=2)[CH:14]=[CH:13][CH:12]=1)[CH3:10])=[O:7])([CH3:4])([CH3:3])[CH3:2].[OH-].[Na+].Cl, predict the reaction product. The product is: [C:1]([O:5][C:6]([N:8]([CH2:21][CH:22]1[CH2:27][CH2:26][N:25]([C:28]2[CH:29]=[C:30]([CH:36]=[CH:37][CH:38]=2)[C:31]([OH:33])=[O:32])[CH2:24][CH:23]1[C:39]1[CH:44]=[CH:43][CH:42]=[CH:41][C:40]=1[F:45])[C@@H:9]([C:11]1[C:20]2[C:15](=[CH:16][CH:17]=[CH:18][CH:19]=2)[CH:14]=[CH:13][CH:12]=1)[CH3:10])=[O:7])([CH3:2])([CH3:3])[CH3:4].